From a dataset of Reaction yield outcomes from USPTO patents with 853,638 reactions. Predict the reaction yield, written as a fraction of the theoretical maximum amount of product (1.0 means a 100% yield; for example, 0.34 means a 34% yield). (1) The reactants are [Cl:1][C:2]1[N:7]=[C:6](Cl)[C:5]([F:9])=[CH:4][N:3]=1.N#N.[CH2:12]1[CH2:22][O:21][C:20]2[CH:19]=[CH:18][C:16]([NH2:17])=[CH:15][C:14]=2[O:13]1.Cl. The catalyst is O.CO. The product is [Cl:1][C:2]1[N:7]=[C:6]([NH:17][C:16]2[CH:18]=[CH:19][C:20]3[O:21][CH2:22][CH2:12][O:13][C:14]=3[CH:15]=2)[C:5]([F:9])=[CH:4][N:3]=1. The yield is 0.780. (2) The reactants are [N:1]1[CH:6]=[CH:5][C:4]([NH:7][C@@H:8]2[CH2:13][CH2:12][C@H:11]([C:14]([OH:16])=O)[CH2:10][CH2:9]2)=[CH:3][CH:2]=1.[NH3:17].C1COCC1. The catalyst is S(Cl)(Cl)=O.C(Cl)Cl. The yield is 0.680. The product is [N:1]1[CH:6]=[CH:5][C:4]([NH:7][C@@H:8]2[CH2:13][CH2:12][C@H:11]([C:14]([NH2:17])=[O:16])[CH2:10][CH2:9]2)=[CH:3][CH:2]=1. (3) The reactants are [CH3:1][C:2]([C:9]([OH:11])=[O:10])([CH2:4][CH2:5][C:6]([OH:8])=[O:7])[NH2:3].Cl[C:13]([O:15][CH2:16][C:17]1[CH:22]=[CH:21][CH:20]=[CH:19][CH:18]=1)=[O:14]. The catalyst is [OH-].[Na+]. The product is [CH2:16]([O:15][C:13]([NH:3][C@:2]([CH3:1])([C:9]([OH:11])=[O:10])[CH2:4][CH2:5][C:6]([OH:8])=[O:7])=[O:14])[C:17]1[CH:22]=[CH:21][CH:20]=[CH:19][CH:18]=1. The yield is 0.830. (4) The reactants are [Br:1][C:2]1[C:3](F)=[C:4]2[C:10]([NH:11][C:12](=[O:17])[C@@H:13]([O:15][CH3:16])[CH3:14])=[CH:9][NH:8][C:5]2=[N:6][CH:7]=1.[NH:19]1[CH2:24][CH2:23][CH2:22][C@@H:21]([NH:25][C:26](=[O:32])[O:27][C:28]([CH3:31])([CH3:30])[CH3:29])[CH2:20]1. The catalyst is CCCCO. The product is [Br:1][C:2]1[C:3]([N:19]2[CH2:24][CH2:23][CH2:22][C@@H:21]([NH:25][C:26](=[O:32])[O:27][C:28]([CH3:30])([CH3:29])[CH3:31])[CH2:20]2)=[C:4]2[C:10]([NH:11][C:12](=[O:17])[C@@H:13]([O:15][CH3:16])[CH3:14])=[CH:9][NH:8][C:5]2=[N:6][CH:7]=1. The yield is 0.450. (5) The reactants are [Cl:1][C:2]1[CH:3]=[C:4]([CH2:9][N:10]2[C:14]([CH3:15])=[C:13]([C:16]([NH:18][C:19]3[S:23][C:22](C(OCC)=O)=[N:21][N:20]=3)=[O:17])[N:12]=[N:11]2)[CH:5]=[CH:6][C:7]=1[Cl:8].[OH-].[Na+]. The catalyst is C(O)C. The product is [Cl:1][C:2]1[CH:3]=[C:4]([CH2:9][N:10]2[C:14]([CH3:15])=[C:13]([C:16]([NH:18][C:19]3[S:23][CH:22]=[N:21][N:20]=3)=[O:17])[N:12]=[N:11]2)[CH:5]=[CH:6][C:7]=1[Cl:8]. The yield is 0.490.